Dataset: Reaction yield outcomes from USPTO patents with 853,638 reactions. Task: Predict the reaction yield, written as a fraction of the theoretical maximum amount of product (1.0 means a 100% yield; for example, 0.34 means a 34% yield). The reactants are [N+:1]([C:4]1[CH:9]=[CH:8][C:7](/[C:10](/[C:17]2[CH:22]=[CH:21][CH:20]=[CH:19][CH:18]=2)=[CH:11]/[C:12]([O:14]CC)=[O:13])=[CH:6][CH:5]=1)([O-:3])=[O:2].CO.C([O-])([O-])=O.[K+].[K+].[OH-].[Na+]. The catalyst is O. The product is [N+:1]([C:4]1[CH:5]=[CH:6][C:7](/[C:10](/[C:17]2[CH:18]=[CH:19][CH:20]=[CH:21][CH:22]=2)=[CH:11]/[C:12]([OH:14])=[O:13])=[CH:8][CH:9]=1)([O-:3])=[O:2]. The yield is 0.930.